From a dataset of Reaction yield outcomes from USPTO patents with 853,638 reactions. Predict the reaction yield, written as a fraction of the theoretical maximum amount of product (1.0 means a 100% yield; for example, 0.34 means a 34% yield). (1) The reactants are [CH2:1]([C:3]1[CH:10]=[C:9]([CH3:11])[CH:8]=[C:7]([CH2:12][CH3:13])[C:4]=1[CH2:5]O)[CH3:2].S(Cl)([Cl:16])=O. The catalyst is C1(C)C=CC=CC=1. The product is [CH2:1]([C:3]1[CH:10]=[C:9]([CH3:11])[CH:8]=[C:7]([CH2:12][CH3:13])[C:4]=1[CH2:5][Cl:16])[CH3:2]. The yield is 0.710. (2) The reactants are [CH3:1][O:2][C:3]1[CH:11]=[CH:10][C:9]([S:12](=[O:15])(=[O:14])[NH2:13])=[CH:8][C:4]=1[C:5]([OH:7])=O.[F:16][C:17]([F:30])([F:29])[C:18]1[CH:19]=[C:20]([CH:22]=[C:23]([C:25]([F:28])([F:27])[F:26])[CH:24]=1)[NH2:21]. No catalyst specified. The product is [F:16][C:17]([F:29])([F:30])[C:18]1[CH:19]=[C:20]([NH:21][C:5](=[O:7])[C:4]2[CH:8]=[C:9]([S:12](=[O:15])(=[O:14])[NH2:13])[CH:10]=[CH:11][C:3]=2[O:2][CH3:1])[CH:22]=[C:23]([C:25]([F:26])([F:28])[F:27])[CH:24]=1. The yield is 0.242. (3) The reactants are [CH2:1]([OH:4])[C:2]#[CH:3].[N+:5]([CH2:8][C:9]([O:11][CH2:12][CH3:13])=[O:10])([O-])=[O:6].C1N2CCN(CC2)C1. The catalyst is C(O)C. The product is [OH:4][CH2:1][C:2]1[O:6][N:5]=[C:8]([C:9]([O:11][CH2:12][CH3:13])=[O:10])[CH:3]=1. The yield is 0.810. (4) The reactants are [CH:1]([C:4]1[CH:9]=[C:8]([O:10][CH3:11])[CH:7]=[CH:6][C:5]=1[O:12][S:13]([C:16]1[CH:21]=[CH:20][C:19]([CH3:22])=[CH:18][CH:17]=1)(=[O:15])=[O:14])([CH3:3])[CH3:2].[N+:23]([O-])([OH:25])=[O:24]. The catalyst is CC(O)=O. The product is [CH:1]([C:4]1[CH:9]=[C:8]([O:10][CH3:11])[C:7]([N+:23]([O-:25])=[O:24])=[CH:6][C:5]=1[O:12][S:13]([C:16]1[CH:17]=[CH:18][C:19]([CH3:22])=[CH:20][CH:21]=1)(=[O:15])=[O:14])([CH3:3])[CH3:2]. The yield is 0.980. (5) The reactants are [F:1][C:2]1[CH:8]=[CH:7][CH:6]=[C:5]([F:9])[C:3]=1[NH2:4].C([Li])(C)(C)C.F[C:16]1[CH:21]=[CH:20][CH:19]=[CH:18][C:17]=1[N+:22]([O-:24])=[O:23]. The catalyst is O1CCCC1. The product is [F:1][C:2]1[CH:8]=[CH:7][CH:6]=[C:5]([F:9])[C:3]=1[NH:4][C:16]1[CH:21]=[CH:20][CH:19]=[CH:18][C:17]=1[N+:22]([O-:24])=[O:23]. The yield is 0.680. (6) The reactants are [F:1][C:2]([F:7])([F:6])[C:3]([OH:5])=[O:4].[F:8][C:9]([F:14])([F:13])[C:10]([OH:12])=[O:11].FC(F)(F)C(O)=O.[Cl:22][C:23]1[CH:24]=[N:25][C:26]2[NH:27][C:28]3[CH:29]=[N:30][CH:31]=[C:32]([CH:53]=3)[CH2:33][CH2:34][C:35]3[CH:43]=[C:39]([NH:40][C:41]=1[N:42]=2)[CH:38]=[CH:37][C:36]=3[NH:44][C:45](=[O:52])[CH2:46][C@@H:47]1[CH2:51][CH2:50][NH:49][CH2:48]1.[F:54][C:55]1[CH:60]=[CH:59][C:58]([N:61]=[C:62]=[O:63])=[CH:57][CH:56]=1. No catalyst specified. The product is [F:1][C:2]([F:7])([F:6])[C:3]([OH:5])=[O:4].[F:8][C:9]([F:14])([F:13])[C:10]([OH:12])=[O:11].[Cl:22][C:23]1[CH:24]=[N:25][C:26]2[NH:27][C:28]3[CH:29]=[N:30][CH:31]=[C:32]([CH:53]=3)[CH2:33][CH2:34][C:35]3[CH:43]=[C:39]([NH:40][C:41]=1[N:42]=2)[CH:38]=[CH:37][C:36]=3[NH:44][C:45](=[O:52])[CH2:46][C@@H:47]1[CH2:51][CH2:50][N:49]([C:62]([NH:61][C:58]2[CH:59]=[CH:60][C:55]([F:54])=[CH:56][CH:57]=2)=[O:63])[CH2:48]1. The yield is 0.790. (7) The reactants are [NH2:1][C@@H:2]([CH2:13][CH2:14][O:15][CH:16]([F:18])[F:17])[C:3]([O:5][CH2:6][C:7]1[CH:12]=[CH:11][CH:10]=[CH:9][CH:8]=1)=[O:4].[CH3:19][O:20][C:21](Cl)=[O:22]. The catalyst is ClCCl. The product is [F:18][CH:16]([F:17])[O:15][CH2:14][CH2:13][C@H:2]([NH:1][C:21]([O:20][CH3:19])=[O:22])[C:3]([O:5][CH2:6][C:7]1[CH:12]=[CH:11][CH:10]=[CH:9][CH:8]=1)=[O:4]. The yield is 0.400. (8) The yield is 0.160. No catalyst specified. The reactants are [CH2:1]([N:8]1[CH2:12][CH2:11][N:10]([C:13]2[S:14][C:15]([C:19]([OH:21])=O)=[C:16]([CH3:18])[N:17]=2)[C:9]1=[O:22])[C:2]1C=CC=CC=1.C(N1CCN(C2SC(C(O)=O)=C(C)N=2)C1=O)C.[NH2:40][CH2:41][C:42]1[CH:43]=[N:44][CH:45]=[CH:46][CH:47]=1. The product is [CH2:1]([N:8]1[CH2:12][CH2:11][N:10]([C:13]2[S:14][C:15]([C:19]([NH:40][CH2:41][C:42]3[CH:43]=[N:44][CH:45]=[CH:46][CH:47]=3)=[O:21])=[C:16]([CH3:18])[N:17]=2)[C:9]1=[O:22])[CH3:2]. (9) The reactants are C(OC([NH:8][C@@H:9]([CH2:25][C:26]1[CH:31]=[CH:30][C:29]([O:32][C:33](=[O:37])[CH:34]([CH3:36])[CH3:35])=[C:28]([O:38][C:39](=[O:43])[CH:40]([CH3:42])[CH3:41])[CH:27]=1)[C:10]([O:12][C@H:13]([CH3:24])[CH2:14][O:15][C:16]([C:18]1[CH:23]=[CH:22][CH:21]=[CH:20][CH:19]=1)=[O:17])=[O:11])=O)(C)(C)C.[ClH:44]. The catalyst is O1CCOCC1. The product is [ClH:44].[NH2:8][C@@H:9]([CH2:25][C:26]1[CH:31]=[CH:30][C:29]([O:32][C:33](=[O:37])[CH:34]([CH3:36])[CH3:35])=[C:28]([O:38][C:39](=[O:43])[CH:40]([CH3:42])[CH3:41])[CH:27]=1)[C:10]([O:12][C@H:13]([CH3:24])[CH2:14][O:15][C:16]([C:18]1[CH:19]=[CH:20][CH:21]=[CH:22][CH:23]=1)=[O:17])=[O:11]. The yield is 0.620. (10) The reactants are [CH:1]([C:3]1[CH:18]=[CH:17][C:6]([O:7][C:8]2[CH:16]=[CH:15][C:11]([C:12]([NH2:14])=[O:13])=[CH:10][N:9]=2)=[CH:5][CH:4]=1)=O.Cl.[C:20]1([CH:26]2[CH2:31][CH2:30][CH2:29][CH2:28][NH:27]2)[CH:25]=[CH:24][CH:23]=[CH:22][CH:21]=1.C(N(CC)CC)C.[BH4-].[Na+]. The catalyst is CO. The product is [C:20]1([CH:26]2[CH2:31][CH2:30][CH2:29][CH2:28][N:27]2[CH2:1][C:3]2[CH:18]=[CH:17][C:6]([O:7][C:8]3[CH:16]=[CH:15][C:11]([C:12]([NH2:14])=[O:13])=[CH:10][N:9]=3)=[CH:5][CH:4]=2)[CH:25]=[CH:24][CH:23]=[CH:22][CH:21]=1. The yield is 0.0200.